The task is: Predict the reaction yield, written as a fraction of the theoretical maximum amount of product (1.0 means a 100% yield; for example, 0.34 means a 34% yield).. This data is from Reaction yield outcomes from USPTO patents with 853,638 reactions. (1) The reactants are [NH:1]([C:15]([O:17][C:18]([CH3:21])([CH3:20])[CH3:19])=[O:16])[C@H:2]([C:11]([O:13][CH3:14])=[O:12])[CH2:3][C:4]1[CH:9]=[CH:8][C:7]([OH:10])=[CH:6][CH:5]=1.CN1CCOCC1.[S:29](O[S:29]([C:32]([F:35])([F:34])[F:33])(=[O:31])=[O:30])([C:32]([F:35])([F:34])[F:33])(=[O:31])=[O:30]. The catalyst is ClCCl. The product is [C:18]([O:17][C:15]([NH:1][C@@H:2]([CH2:3][C:4]1[CH:5]=[CH:6][C:7]([O:10][S:29]([C:32]([F:35])([F:34])[F:33])(=[O:31])=[O:30])=[CH:8][CH:9]=1)[C:11]([O:13][CH3:14])=[O:12])=[O:16])([CH3:21])([CH3:20])[CH3:19]. The yield is 0.980. (2) The reactants are [CH3:1][N:2]([S:29]([C:32]1[CH:37]=[CH:36][CH:35]=[CH:34][N:33]=1)(=[O:31])=[O:30])[C:3]1[CH:4]=[C:5]([O:24][CH2:25][C:26]([NH2:28])=[O:27])[CH:6]=[C:7]2[C:11]=1[NH:10][C:9]([C:12]1[S:13][CH:14]([CH2:17][N:18]3[CH2:23][CH2:22][S:21][CH2:20][CH2:19]3)[CH2:15][N:16]=1)=[CH:8]2.O.[OH:39]OS([O-])=O.[K+].S([O-])([O-])(=O)=S.[Na+].[Na+]. The catalyst is O1CCCC1.C(O)C.C(OCC)(=O)C. The product is [CH3:1][N:2]([S:29]([C:32]1[CH:37]=[CH:36][CH:35]=[CH:34][N:33]=1)(=[O:31])=[O:30])[C:3]1[CH:4]=[C:5]([O:24][CH2:25][C:26]([NH2:28])=[O:27])[CH:6]=[C:7]2[C:11]=1[NH:10][C:9]([C:12]1[S:13][CH:14]([CH2:17][N:18]3[CH2:23][CH2:22][S:21](=[O:39])[CH2:20][CH2:19]3)[CH2:15][N:16]=1)=[CH:8]2. The yield is 0.480.